This data is from Forward reaction prediction with 1.9M reactions from USPTO patents (1976-2016). The task is: Predict the product of the given reaction. (1) Given the reactants [CH2:1]([O:3][C:4](=[O:42])[CH2:5][CH2:6][CH2:7][O:8][C:9]1[CH:14]=[CH:13][C:12]([NH:15][C:16]2[C:21]([NH2:22])=[CH:20][N:19]=[C:18]([NH:23][C:24]3[CH:29]=[CH:28][C:27]([O:30][CH2:31][CH2:32][CH2:33][NH:34][C:35]([O:37][C:38]([CH3:41])([CH3:40])[CH3:39])=[O:36])=[CH:26][CH:25]=3)[N:17]=2)=[CH:11][CH:10]=1)[CH3:2].[CH:43](OC)(OC)OC, predict the reaction product. The product is: [CH2:1]([O:3][C:4](=[O:42])[CH2:5][CH2:6][CH2:7][O:8][C:9]1[CH:14]=[CH:13][C:12]([N:15]2[CH:43]=[N:22][C:21]3[C:16]2=[N:17][C:18]([NH:23][C:24]2[CH:25]=[CH:26][C:27]([O:30][CH2:31][CH2:32][CH2:33][NH:34][C:35]([O:37][C:38]([CH3:41])([CH3:40])[CH3:39])=[O:36])=[CH:28][CH:29]=2)=[N:19][CH:20]=3)=[CH:11][CH:10]=1)[CH3:2]. (2) Given the reactants [F:1][C:2]([F:18])([F:17])[C:3]1[CH:8]=[CH:7][C:6]([C:9]2[O:13][N:12]=[CH:11][C:10]=2[C:14]([OH:16])=O)=[CH:5][CH:4]=1.Cl.[NH:20]1[CH2:24][CH2:23][CH:22]([C:25]2[CH:30]=[CH:29][N:28]=[CH:27][CH:26]=2)[CH2:21]1, predict the reaction product. The product is: [F:17][C:2]([F:1])([F:18])[C:3]1[CH:4]=[CH:5][C:6]([C:9]2[O:13][N:12]=[CH:11][C:10]=2[C:14]([N:20]2[CH2:24][CH2:23][CH:22]([C:25]3[CH:26]=[CH:27][N:28]=[CH:29][CH:30]=3)[CH2:21]2)=[O:16])=[CH:7][CH:8]=1. (3) The product is: [CH2:1]([C:4]1[C:5]([O:14][CH2:17][C:18]2[CH:23]=[CH:22][CH:21]=[CH:20][CH:19]=2)=[C:6]2[C:10](=[CH:11][C:12]=1[Cl:13])[CH2:9][CH2:8][CH2:7]2)[CH:2]=[CH2:3]. Given the reactants [CH2:1]([C:4]1[C:12]([Cl:13])=[CH:11][C:10]2[CH2:9][CH2:8][CH2:7][C:6]=2[C:5]=1[OH:14])[CH:2]=[CH2:3].[H-].[Na+].[CH2:17](Br)[C:18]1[CH:23]=[CH:22][CH:21]=[CH:20][CH:19]=1.C(OC1C2C(=CC=CC=2)C(Cl)=CC=1CC(O)CO)C1C=CC=CC=1, predict the reaction product. (4) Given the reactants S([O-])([O-])=O.[Na+].[Na+].[I:7][C:8]1[N:9]=[C:10]([C@@H:14]2[CH2:18][CH2:17][CH2:16][N:15]2[C:19]([O:21][C:22]([CH3:25])([CH3:24])[CH3:23])=[O:20])[NH:11][C:12]=1I, predict the reaction product. The product is: [I:7][C:8]1[NH:9][C:10]([C@@H:14]2[CH2:18][CH2:17][CH2:16][N:15]2[C:19]([O:21][C:22]([CH3:25])([CH3:24])[CH3:23])=[O:20])=[N:11][CH:12]=1. (5) Given the reactants [F:1][C:2]1([F:45])[C@@H:6]2[O:7][Si](C(C)C)(C(C)C)O[Si](C(C)C)(C(C)C)[O:11][CH2:12][C@H:5]2[O:4][CH:3]1[N:25]1[CH:30]=[CH:29][C:28]([NH:31][C:32]([C:34]2[CH:43]=[CH:42][C:37]3[O:38][CH2:39][CH2:40][O:41][C:36]=3[CH:35]=2)=[O:33])=[N:27][C:26]1=[O:44].CCCC[N+](CCCC)(CCCC)CCCC.[F-], predict the reaction product. The product is: [F:45][C:2]1([F:1])[C@H:6]([OH:7])[C@@H:5]([CH2:12][OH:11])[O:4][CH:3]1[N:25]1[CH:30]=[CH:29][C:28]([NH:31][C:32]([C:34]2[CH:43]=[CH:42][C:37]3[O:38][CH2:39][CH2:40][O:41][C:36]=3[CH:35]=2)=[O:33])=[N:27][C:26]1=[O:44]. (6) Given the reactants [ClH:1].Cl.[C@H]1([CH2:13][N:14]2[CH2:19][CH2:18][CH:17]([NH:20][C:21]([C:23]3[NH:24][C:25]4[C:30]([CH:31]=3)=[C:29]([O:32][CH2:33][C:34]3[C:38]5[CH:39]=[CH:40][C:41]([Cl:43])=[CH:42][C:37]=5[O:36][CH:35]=3)[CH:28]=[CH:27][CH:26]=4)=[O:22])[CH2:16][CH2:15]2)[C@@H]2N(CCCC2)CCC1.Cl.Cl.Cl.NC1CCN([CH2:54][C@@H:55]([N:57]2[CH2:62][CH2:61][CH:60]([OH:63])[CH2:59][CH2:58]2)C)CC1, predict the reaction product. The product is: [ClH:43].[ClH:1].[OH:63][CH:60]1[CH2:61][CH2:62][N:57]([C@@H:55]([CH3:54])[CH2:13][N:14]2[CH2:19][CH2:18][CH:17]([NH:20][C:21]([C:23]3[NH:24][C:25]4[C:30]([CH:31]=3)=[C:29]([O:32][CH2:33][C:34]3[C:38]5[CH:39]=[CH:40][C:41]([Cl:43])=[CH:42][C:37]=5[O:36][CH:35]=3)[CH:28]=[CH:27][CH:26]=4)=[O:22])[CH2:16][CH2:15]2)[CH2:58][CH2:59]1. (7) The product is: [NH2:2][N:3]=[CH:4][NH:5][NH:6][CH:7]([CH3:11])[C:8]([OH:10])=[O:9]. Given the reactants Cl.[NH2:2][N:3]=[CH:4][NH:5][N:6]=[C:7]([CH3:11])[C:8]([OH:10])=[O:9].[H][H], predict the reaction product. (8) Given the reactants [Li][CH2:2]CCC.[Br:6][C:7]1[CH:12]=[C:11]([F:13])[CH:10]=[CH:9][C:8]=1[C:14](=O)[CH3:15].Cl, predict the reaction product. The product is: [Br:6][C:7]1[CH:12]=[C:11]([F:13])[CH:10]=[CH:9][C:8]=1[C:14]([CH3:15])=[CH2:2]. (9) Given the reactants [O:1]=[C:2]1[N:6]([C:7]2[N:12]=[CH:11][C:10]([C:13]([O:15][C:16]([CH3:19])([CH3:18])[CH3:17])=[O:14])=[CH:9][CH:8]=2)[NH:5][CH:4]=[C:3]1[C:20]1[CH:21]=[N:22][CH:23]=[CH:24][CH:25]=1.[ClH:26], predict the reaction product. The product is: [ClH:26].[O:1]=[C:2]1[N:6]([C:7]2[N:12]=[CH:11][C:10]([C:13]([O:15][C:16]([CH3:19])([CH3:18])[CH3:17])=[O:14])=[CH:9][CH:8]=2)[NH:5][CH:4]=[C:3]1[C:20]1[CH:21]=[N:22][CH:23]=[CH:24][CH:25]=1. (10) Given the reactants [NH2:1][C:2]1[C:10]2[C:9]([C:11]3[CH:16]=[CH:15][CH:14]=[C:13]([O:17][CH3:18])[C:12]=3[F:19])=[N:8][C:7](S(C)=O)=[N:6][C:5]=2[S:4][C:3]=1[C:23]([NH2:25])=[O:24].[NH2:26][C:27]([CH3:31])([CH3:30])[CH2:28][OH:29].O, predict the reaction product. The product is: [NH2:1][C:2]1[C:10]2[C:9]([C:11]3[CH:16]=[CH:15][CH:14]=[C:13]([O:17][CH3:18])[C:12]=3[F:19])=[N:8][C:7]([NH:26][C:27]([CH3:31])([CH3:30])[CH2:28][OH:29])=[N:6][C:5]=2[S:4][C:3]=1[C:23]([NH2:25])=[O:24].